Dataset: Cav3 T-type calcium channel HTS with 100,875 compounds. Task: Binary Classification. Given a drug SMILES string, predict its activity (active/inactive) in a high-throughput screening assay against a specified biological target. (1) The compound is S(c1nn2c(nnc2cc1)c1cc(F)ccc1)C. The result is 0 (inactive). (2) The molecule is S(c1n(c2c(OC)cccc2)cnn1)CC(=O)NCc1sccc1. The result is 0 (inactive).